Dataset: Catalyst prediction with 721,799 reactions and 888 catalyst types from USPTO. Task: Predict which catalyst facilitates the given reaction. (1) Reactant: [CH3:1][CH:2]([CH3:25])[CH2:3][C@H:4]([C:9](=[O:24])[NH:10][C@@H:11]([CH2:16][CH2:17][C:18]1[CH:23]=[CH:22][CH:21]=[CH:20][CH:19]=1)[C:12]([NH:14][CH3:15])=[O:13])[CH2:5][C:6]([OH:8])=O.C(Cl)CCl.C1C=CC2N(O)N=NC=2C=1.[O:40]1[CH2:45][CH2:44][CH2:43][CH2:42][CH:41]1[O:46][NH2:47].C(N(CC)CC)C. Product: [CH2:3]([C@@H:4]([CH2:5][C:6]([NH:47][O:46][CH:41]1[CH2:42][CH2:43][CH2:44][CH2:45][O:40]1)=[O:8])[C:9]([NH:10][C@@H:11]([CH2:16][CH2:17][C:18]1[CH:23]=[CH:22][CH:21]=[CH:20][CH:19]=1)[C:12]([NH:14][CH3:15])=[O:13])=[O:24])[CH:2]([CH3:1])[CH3:25]. The catalyst class is: 1. (2) Reactant: [Cl:1][C:2]1[CH:7]=[CH:6][C:5]([CH2:8][C:9](=[O:17])[CH2:10][C:11](=O)[C:12]([O:14][CH3:15])=[O:13])=[CH:4][CH:3]=1.Cl.[NH2:19]O. Product: [Cl:1][C:2]1[CH:7]=[CH:6][C:5]([CH2:8][C:9]2[O:17][N:19]=[C:11]([C:12]([O:14][CH3:15])=[O:13])[CH:10]=2)=[CH:4][CH:3]=1. The catalyst class is: 8. (3) Reactant: [Br:1][C:2]1[CH:3]=[C:4]2[C:9](=[CH:10][CH:11]=1)[CH:8]=[C:7]([C:12]([O:14]C)=[O:13])[CH:6]=[CH:5]2.C1COCC1.O.[OH-].[Li+]. Product: [Br:1][C:2]1[CH:3]=[C:4]2[C:9](=[CH:10][CH:11]=1)[CH:8]=[C:7]([C:12]([OH:14])=[O:13])[CH:6]=[CH:5]2. The catalyst class is: 6. (4) Reactant: [H-].[Na+].[I-].C[S+](C)(C)=O.[C:9]([C:17]1[CH:26]=[CH:25][CH:24]=[CH:23][C:18]=1[C:19]([O:21][CH3:22])=[O:20])(=O)[C:10]1[CH:15]=[CH:14][N:13]=[CH:12][CH:11]=1.O. Product: [N:13]1[CH:14]=[CH:15][C:10]([C:9]2[C:17]3[C:18](=[CH:23][CH:24]=[CH:25][CH:26]=3)[C:19](=[O:20])[O:21][CH:22]=2)=[CH:11][CH:12]=1. The catalyst class is: 9. (5) Reactant: [NH2:1][C:2]1[CH:3]=[N:4][CH:5]=[CH:6][C:7]=1[NH2:8].[CH:9]([CH:11]=O)=O. Product: [N:8]1[CH:11]=[CH:9][N:1]=[C:2]2[CH:3]=[N:4][CH:5]=[CH:6][C:7]=12. The catalyst class is: 14. (6) Reactant: Cl[C:2]1[C:7]([N+:8]([O-:10])=[O:9])=[CH:6][CH:5]=[C:4]([Cl:11])[N:3]=1.[S:12]1[CH2:17][CH2:16][CH:15]([NH2:18])[CH2:14][CH2:13]1.CCN(C(C)C)C(C)C. Product: [Cl:11][C:4]1[N:3]=[C:2]([NH:18][CH:15]2[CH2:16][CH2:17][S:12][CH2:13][CH2:14]2)[C:7]([N+:8]([O-:10])=[O:9])=[CH:6][CH:5]=1. The catalyst class is: 8.